Dataset: TCR-epitope binding with 47,182 pairs between 192 epitopes and 23,139 TCRs. Task: Binary Classification. Given a T-cell receptor sequence (or CDR3 region) and an epitope sequence, predict whether binding occurs between them. (1) The epitope is RISNCVADY. The TCR CDR3 sequence is CASSLLASASYNEQFF. Result: 1 (the TCR binds to the epitope). (2) The epitope is LVLSVNPYV. The TCR CDR3 sequence is CASSLGGGNEQFF. Result: 0 (the TCR does not bind to the epitope). (3) The epitope is GTSGSPIINR. The TCR CDR3 sequence is CSVEDQRKTKNIQYF. Result: 0 (the TCR does not bind to the epitope).